From a dataset of Peptide-MHC class II binding affinity with 134,281 pairs from IEDB. Regression. Given a peptide amino acid sequence and an MHC pseudo amino acid sequence, predict their binding affinity value. This is MHC class II binding data. (1) The peptide sequence is KSVQNNTVLKVGDLG. The MHC is DRB1_0101 with pseudo-sequence DRB1_0101. The binding affinity (normalized) is 0.378. (2) The peptide sequence is MSGPMQQLTQPLQQL. The MHC is DRB1_1501 with pseudo-sequence DRB1_1501. The binding affinity (normalized) is 0.336. (3) The peptide sequence is VRSPGVVRIWDVADP. The MHC is DRB1_0101 with pseudo-sequence DRB1_0101. The binding affinity (normalized) is 0.293.